Dataset: Peptide-MHC class II binding affinity with 134,281 pairs from IEDB. Task: Regression. Given a peptide amino acid sequence and an MHC pseudo amino acid sequence, predict their binding affinity value. This is MHC class II binding data. (1) The peptide sequence is SHNVQGATVAVDCRP. The MHC is DRB1_1602 with pseudo-sequence DRB1_1602. The binding affinity (normalized) is 0.136. (2) The peptide sequence is PTMLKKGMTTVLDFH. The MHC is DRB1_0301 with pseudo-sequence DRB1_0301. The binding affinity (normalized) is 0.570.